Dataset: TCR-epitope binding with 47,182 pairs between 192 epitopes and 23,139 TCRs. Task: Binary Classification. Given a T-cell receptor sequence (or CDR3 region) and an epitope sequence, predict whether binding occurs between them. The epitope is LLALHRSYL. The TCR CDR3 sequence is CSARAGTSGIGEQYF. Result: 0 (the TCR does not bind to the epitope).